From a dataset of Catalyst prediction with 721,799 reactions and 888 catalyst types from USPTO. Predict which catalyst facilitates the given reaction. Reactant: [Cl:1][C:2]1[C:3]2[N:4]([C:8]([C@@H:11]3[CH2:22][N:15]4[C:16](=[O:21])[N:17]([CH3:20])[CH2:18][CH2:19][C@@H:14]4[CH2:13][CH2:12]3)=[N:9][CH:10]=2)[CH:5]=[CH:6][N:7]=1.C1C(=O)N([Br:30])C(=O)C1.CC(=O)OCC.O. Product: [Br:30][C:10]1[N:9]=[C:8]([C@@H:11]2[CH2:22][N:15]3[C:16](=[O:21])[N:17]([CH3:20])[CH2:18][CH2:19][C@@H:14]3[CH2:13][CH2:12]2)[N:4]2[CH:5]=[CH:6][N:7]=[C:2]([Cl:1])[C:3]=12. The catalyst class is: 3.